This data is from NCI-60 drug combinations with 297,098 pairs across 59 cell lines. The task is: Regression. Given two drug SMILES strings and cell line genomic features, predict the synergy score measuring deviation from expected non-interaction effect. (1) Drug 1: CC1=C(C=C(C=C1)NC2=NC=CC(=N2)N(C)C3=CC4=NN(C(=C4C=C3)C)C)S(=O)(=O)N.Cl. Drug 2: C1CC(C1)(C(=O)O)C(=O)O.[NH2-].[NH2-].[Pt+2]. Cell line: HL-60(TB). Synergy scores: CSS=63.5, Synergy_ZIP=9.87, Synergy_Bliss=6.58, Synergy_Loewe=-13.0, Synergy_HSA=-7.62. (2) Cell line: OVCAR3. Drug 2: CC12CCC3C(C1CCC2O)C(CC4=C3C=CC(=C4)O)CCCCCCCCCS(=O)CCCC(C(F)(F)F)(F)F. Drug 1: CCC1=C2CN3C(=CC4=C(C3=O)COC(=O)C4(CC)O)C2=NC5=C1C=C(C=C5)O. Synergy scores: CSS=13.8, Synergy_ZIP=-9.35, Synergy_Bliss=-3.28, Synergy_Loewe=-4.37, Synergy_HSA=-1.69. (3) Drug 1: CC1CCC2CC(C(=CC=CC=CC(CC(C(=O)C(C(C(=CC(C(=O)CC(OC(=O)C3CCCCN3C(=O)C(=O)C1(O2)O)C(C)CC4CCC(C(C4)OC)O)C)C)O)OC)C)C)C)OC. Drug 2: C1=CC=C(C=C1)NC(=O)CCCCCCC(=O)NO. Cell line: MOLT-4. Synergy scores: CSS=48.3, Synergy_ZIP=0.255, Synergy_Bliss=-1.43, Synergy_Loewe=-2.51, Synergy_HSA=-0.608. (4) Drug 1: CN1C(=O)N2C=NC(=C2N=N1)C(=O)N. Drug 2: CC1=C(C=C(C=C1)C(=O)NC2=CC(=CC(=C2)C(F)(F)F)N3C=C(N=C3)C)NC4=NC=CC(=N4)C5=CN=CC=C5. Cell line: K-562. Synergy scores: CSS=21.3, Synergy_ZIP=-4.70, Synergy_Bliss=-7.43, Synergy_Loewe=-4.40, Synergy_HSA=-3.75. (5) Synergy scores: CSS=44.2, Synergy_ZIP=2.78, Synergy_Bliss=3.39, Synergy_Loewe=-10.1, Synergy_HSA=5.33. Drug 1: CCN(CC)CCNC(=O)C1=C(NC(=C1C)C=C2C3=C(C=CC(=C3)F)NC2=O)C. Cell line: HS 578T. Drug 2: CC1C(C(CC(O1)OC2CC(CC3=C2C(=C4C(=C3O)C(=O)C5=CC=CC=C5C4=O)O)(C(=O)C)O)N)O. (6) Drug 1: CC1=C(N=C(N=C1N)C(CC(=O)N)NCC(C(=O)N)N)C(=O)NC(C(C2=CN=CN2)OC3C(C(C(C(O3)CO)O)O)OC4C(C(C(C(O4)CO)O)OC(=O)N)O)C(=O)NC(C)C(C(C)C(=O)NC(C(C)O)C(=O)NCCC5=NC(=CS5)C6=NC(=CS6)C(=O)NCCC[S+](C)C)O. Drug 2: CC12CCC3C(C1CCC2O)C(CC4=C3C=CC(=C4)O)CCCCCCCCCS(=O)CCCC(C(F)(F)F)(F)F. Cell line: SK-OV-3. Synergy scores: CSS=4.86, Synergy_ZIP=-13.1, Synergy_Bliss=-23.7, Synergy_Loewe=-27.9, Synergy_HSA=-22.0. (7) Drug 1: C1=CN(C(=O)N=C1N)C2C(C(C(O2)CO)O)O.Cl. Drug 2: CNC(=O)C1=NC=CC(=C1)OC2=CC=C(C=C2)NC(=O)NC3=CC(=C(C=C3)Cl)C(F)(F)F. Cell line: NCI-H322M. Synergy scores: CSS=3.29, Synergy_ZIP=-4.06, Synergy_Bliss=-9.13, Synergy_Loewe=-21.4, Synergy_HSA=-11.2. (8) Drug 1: CC(C1=C(C=CC(=C1Cl)F)Cl)OC2=C(N=CC(=C2)C3=CN(N=C3)C4CCNCC4)N. Drug 2: C1CCC(C1)C(CC#N)N2C=C(C=N2)C3=C4C=CNC4=NC=N3. Cell line: ACHN. Synergy scores: CSS=11.1, Synergy_ZIP=-2.75, Synergy_Bliss=5.40, Synergy_Loewe=2.29, Synergy_HSA=3.88.